This data is from CYP1A2 inhibition data for predicting drug metabolism from PubChem BioAssay. The task is: Regression/Classification. Given a drug SMILES string, predict its absorption, distribution, metabolism, or excretion properties. Task type varies by dataset: regression for continuous measurements (e.g., permeability, clearance, half-life) or binary classification for categorical outcomes (e.g., BBB penetration, CYP inhibition). Dataset: cyp1a2_veith. (1) The result is 0 (non-inhibitor). The molecule is CCCn1c(=O)c2[nH]c(-c3ccc(S(=O)(=O)O)cc3)nc2n(CCC)c1=O. (2) The compound is Nc1nc(Cl)nc2c1ncn2[C@@H]1O[C@@H](COP(=O)([O-])OP(=O)([O-])OP(=O)([O-])[O-])[C@@H](O)[C@H]1O.[Na+].[Na+].[Na+].[Na+]. The result is 0 (non-inhibitor). (3) The compound is CSc1ccc(NC(=O)NCCN2CCc3ccccc3C2)cc1. The result is 1 (inhibitor). (4) The compound is O=C(Cc1ccccc1I)Nc1ccccc1. The result is 1 (inhibitor). (5) The molecule is Cc1cccc(CNc2ncnc3ccc(-c4cccc(NS(C)(=O)=O)c4)cc23)c1. The result is 1 (inhibitor).